Dataset: Full USPTO retrosynthesis dataset with 1.9M reactions from patents (1976-2016). Task: Predict the reactants needed to synthesize the given product. (1) Given the product [CH3:20][N:21]1[C:25]([CH3:26])=[C:24]([C:27]([NH:1][C:2]2[C:17]([F:18])=[CH:16][C:5]([O:6][C:7]3[CH:12]=[CH:11][N:10]=[C:9]([C:13]([NH2:15])=[O:14])[CH:8]=3)=[C:4]([F:19])[CH:3]=2)=[O:28])[C:23](=[O:30])[N:22]1[C:31]1[CH:36]=[CH:35][CH:34]=[CH:33][CH:32]=1, predict the reactants needed to synthesize it. The reactants are: [NH2:1][C:2]1[C:17]([F:18])=[CH:16][C:5]([O:6][C:7]2[CH:12]=[CH:11][N:10]=[C:9]([C:13]([NH2:15])=[O:14])[CH:8]=2)=[C:4]([F:19])[CH:3]=1.[CH3:20][N:21]1[C:25]([CH3:26])=[C:24]([C:27](O)=[O:28])[C:23](=[O:30])[N:22]1[C:31]1[CH:36]=[CH:35][CH:34]=[CH:33][CH:32]=1.CCN=C=NCCCN(C)C.C1C=NC2N(O)N=NC=2C=1. (2) The reactants are: [CH3:1][O:2][CH2:3][C:4]1[CH:9]=[C:8]([Sn](CCCC)(CCCC)CCCC)[CH:7]=[CH:6][N:5]=1.Br[C:24]1[C:32]2[C:27](=[CH:28][CH:29]=[C:30]([N+:33]([O-:35])=[O:34])[CH:31]=2)[N:26]([C:36]([C:49]2[CH:54]=[CH:53][CH:52]=[CH:51][CH:50]=2)([C:43]2[CH:48]=[CH:47][CH:46]=[CH:45][CH:44]=2)[C:37]2[CH:42]=[CH:41][CH:40]=[CH:39][CH:38]=2)[N:25]=1.[F-].[Cs+]. Given the product [CH3:1][O:2][CH2:3][C:4]1[CH:9]=[C:8]([C:24]2[C:32]3[C:27](=[CH:28][CH:29]=[C:30]([N+:33]([O-:35])=[O:34])[CH:31]=3)[N:26]([C:36]([C:49]3[CH:54]=[CH:53][CH:52]=[CH:51][CH:50]=3)([C:37]3[CH:38]=[CH:39][CH:40]=[CH:41][CH:42]=3)[C:43]3[CH:48]=[CH:47][CH:46]=[CH:45][CH:44]=3)[N:25]=2)[CH:7]=[CH:6][N:5]=1, predict the reactants needed to synthesize it. (3) Given the product [CH2:1]([O:3][C:4]([C@@H:6]1[C@H:10]([CH2:11][CH2:12][CH:13]=[O:25])[CH2:9][CH2:8][N:7]1[C@@H:15]([CH3:16])/[C:17](/[CH3:22])=[CH:18]/[CH:19]=[CH:20]\[CH3:21])=[O:5])[CH3:2], predict the reactants needed to synthesize it. The reactants are: [CH2:1]([O:3][C:4]([C@@H:6]1[C@H:10]([CH2:11][CH2:12][CH:13]=C)[CH2:9][CH2:8][N:7]1[C@H:15]([C:17]1[CH:22]=[CH:21][CH:20]=[CH:19][CH:18]=1)[CH3:16])=[O:5])[CH3:2].CC[OH:25]. (4) Given the product [Cl:1][C:2]1[CH:3]=[C:4]([C:8]2[N:16]=[C:15]([C:17]([NH:36][NH2:37])=[O:19])[N:14]=[C:13]3[C:9]=2[N:10]([CH2:28][C@H:29]2[CH2:30][CH2:31][C@H:32]([CH3:35])[CH2:33][CH2:34]2)[C:11]([N:21]2[CH2:26][CH2:25][O:24][CH2:23][C@H:22]2[CH3:27])=[N:12]3)[CH:5]=[N:6][CH:7]=1, predict the reactants needed to synthesize it. The reactants are: [Cl:1][C:2]1[CH:3]=[C:4]([C:8]2[N:16]=[C:15]([C:17]([O:19]C)=O)[N:14]=[C:13]3[C:9]=2[N:10]([CH2:28][C@H:29]2[CH2:34][CH2:33][C@H:32]([CH3:35])[CH2:31][CH2:30]2)[C:11]([N:21]2[CH2:26][CH2:25][O:24][CH2:23][C@H:22]2[CH3:27])=[N:12]3)[CH:5]=[N:6][CH:7]=1.[NH2:36][NH2:37].C1COCC1.